This data is from Forward reaction prediction with 1.9M reactions from USPTO patents (1976-2016). The task is: Predict the product of the given reaction. (1) Given the reactants [Cl:1][C:2]1[CH:3]=[C:4]([NH:9][CH2:10][C:11]([N:13]2[CH2:18][CH2:17][CH2:16][C@@H:15]([N:19]([C:26]3[C:27]4[CH:34]=[CH:33][N:32](S(C5C=CC(C)=CC=5)(=O)=O)[C:28]=4[N:29]=[CH:30][N:31]=3)[CH2:20][C:21]([N:23]([CH3:25])[CH3:24])=[O:22])[CH2:14]2)=[O:12])[CH:5]=[C:6]([Cl:8])[CH:7]=1.C([O-])([O-])=O.[K+].[K+], predict the reaction product. The product is: [Cl:8][C:6]1[CH:5]=[C:4]([NH:9][CH2:10][C:11]([N:13]2[CH2:18][CH2:17][CH2:16][C@@H:15]([N:19]([C:26]3[C:27]4[CH:34]=[CH:33][NH:32][C:28]=4[N:29]=[CH:30][N:31]=3)[CH2:20][C:21]([N:23]([CH3:24])[CH3:25])=[O:22])[CH2:14]2)=[O:12])[CH:3]=[C:2]([Cl:1])[CH:7]=1. (2) Given the reactants [NH2:1][C:2]1[C:3]([NH:15][C:16]2[CH:17]=[C:18]([CH:23]=[CH:24][C:25]=2[CH3:26])[C:19]([NH:21][CH3:22])=[O:20])=[N:4][CH:5]=[N:6][C:7]=1[N:8]([CH2:10][C:11]([CH3:14])([CH3:13])[CH3:12])[CH3:9].[C:27](Cl)(=[O:29])[CH3:28].C(N(CC)CC)C, predict the reaction product. The product is: [C:27]([NH:1][C:2]1[C:3]([NH:15][C:16]2[CH:17]=[C:18]([CH:23]=[CH:24][C:25]=2[CH3:26])[C:19]([NH:21][CH3:22])=[O:20])=[N:4][CH:5]=[N:6][C:7]=1[N:8]([CH2:10][C:11]([CH3:14])([CH3:13])[CH3:12])[CH3:9])(=[O:29])[CH3:28]. (3) Given the reactants [F:1][C:2]([F:7])([F:6])[C:3]([OH:5])=[O:4].FC(F)(F)C(O)=O.[Cl:15][C:16]1[CH:17]=[N:18][C:19]2[NH:20][C:21]3[CH:22]=[CH:23][CH:24]=[C:25]([CH:46]=3)[CH2:26][CH2:27][C:28]3[CH:36]=[C:32]([NH:33][C:34]=1[N:35]=2)[CH:31]=[CH:30][C:29]=3[NH:37][C:38]([CH:40]1[CH2:45][CH2:44][NH:43][CH2:42][CH2:41]1)=[O:39].[N:47]([CH:50]1[CH2:54][CH2:53][CH2:52][CH2:51]1)=[C:48]=[O:49], predict the reaction product. The product is: [F:1][C:2]([F:7])([F:6])[C:3]([OH:5])=[O:4].[Cl:15][C:16]1[CH:17]=[N:18][C:19]2[NH:20][C:21]3[CH:22]=[CH:23][CH:24]=[C:25]([CH:46]=3)[CH2:26][CH2:27][C:28]3[CH:36]=[C:32]([NH:33][C:34]=1[N:35]=2)[CH:31]=[CH:30][C:29]=3[NH:37][C:38]([CH:40]1[CH2:45][CH2:44][N:43]([C:48]([NH:47][CH:50]2[CH2:54][CH2:53][CH2:52][CH2:51]2)=[O:49])[CH2:42][CH2:41]1)=[O:39]. (4) Given the reactants Br[C:2]1[CH:3]=[C:4]2[C:8](=[C:9]([CH3:11])[CH:10]=1)[NH:7][CH:6]=[C:5]2[CH3:12].O1CCOCC1.[C:19](=O)([O-:21])[O-:20].[Na+].[Na+], predict the reaction product. The product is: [CH3:12][C:5]1[C:4]2[C:8](=[C:9]([CH3:11])[CH:10]=[C:2]([C:19]([OH:21])=[O:20])[CH:3]=2)[NH:7][CH:6]=1. (5) Given the reactants [H-].[Na+].[Cl:3][C:4]1[C:5]([NH:12][C@@H:13]2[CH2:17][CH2:16][N:15]([C:18]([O:20][C:21]([CH3:24])([CH3:23])[CH3:22])=[O:19])[CH2:14]2)=[N:6][CH:7]=[C:8]([CH:10]=O)[CH:9]=1.[C:25]([O:28][CH2:29][CH3:30])([CH3:27])=[O:26].O, predict the reaction product. The product is: [Cl:3][C:4]1[C:5]([NH:12][C@@H:13]2[CH2:17][CH2:16][N:15]([C:18]([O:20][C:21]([CH3:24])([CH3:23])[CH3:22])=[O:19])[CH2:14]2)=[N:6][CH:7]=[C:8](/[CH:10]=[CH:27]/[C:25]([O:28][CH2:29][CH3:30])=[O:26])[CH:9]=1. (6) Given the reactants [NH2:1][C:2]1[N:7]=[C:6]([S:8]([CH3:11])(=O)=O)[C:5]([C:12]#[N:13])=[C:4]([C:14]2[CH:19]=[CH:18][CH:17]=[CH:16][CH:15]=2)[N:3]=1.[C:20]1(S)[CH:25]=[CH:24]C=[CH:22][CH:21]=1.C1CCN2C(=NCCC2)CC1, predict the reaction product. The product is: [NH2:1][C:2]1[N:3]=[C:4]([C:14]2[CH:19]=[CH:18][CH:17]=[CH:16][CH:15]=2)[C:5]([C:12]#[N:13])=[C:6]([S:8][C:11]2[CH:24]=[CH:25][CH:20]=[CH:21][CH:22]=2)[N:7]=1. (7) Given the reactants [F:1][C:2]1[C:7]([O:8][CH3:9])=[CH:6][C:5]([C:10]2[O:11][CH:12]=[CH:13][CH:14]=2)=[CH:4][C:3]=1[O:15][CH3:16].CON(C)[C:20](=[O:36])[CH:21]([O:34][CH3:35])[C:22]1[CH:27]=[CH:26][C:25]([N:28]2[CH2:33][CH2:32][O:31][CH2:30][CH2:29]2)=[CH:24][CH:23]=1, predict the reaction product. The product is: [F:1][C:2]1[C:7]([O:8][CH3:9])=[CH:6][C:5]([C:10]2[O:11][C:12]([C:20](=[O:36])[CH:21]([O:34][CH3:35])[C:22]3[CH:23]=[CH:24][C:25]([N:28]4[CH2:29][CH2:30][O:31][CH2:32][CH2:33]4)=[CH:26][CH:27]=3)=[CH:13][CH:14]=2)=[CH:4][C:3]=1[O:15][CH3:16]. (8) The product is: [CH2:27]([C:3]1[N:4]=[C:5]([CH2:24][CH2:25][CH3:26])[N:6]([CH2:9][C:10]2[CH:15]=[CH:14][C:13]([C:16]3[C:17]([C:22]#[N:23])=[CH:18][CH:19]=[CH:20][CH:21]=3)=[CH:12][CH:11]=2)[C:7](=[O:8])[C:2]=1[O:37][C:33]1[CH:34]=[CH:35][CH:36]=[C:31]([O:30][CH3:29])[CH:32]=1)[CH3:28]. Given the reactants Br[C:2]1[C:7](=[O:8])[N:6]([CH2:9][C:10]2[CH:15]=[CH:14][C:13]([C:16]3[C:17]([C:22]#[N:23])=[CH:18][CH:19]=[CH:20][CH:21]=3)=[CH:12][CH:11]=2)[C:5]([CH2:24][CH2:25][CH3:26])=[N:4][C:3]=1[CH2:27][CH3:28].[CH3:29][O:30][C:31]1[CH:32]=[C:33]([OH:37])[CH:34]=[CH:35][CH:36]=1.[OH-].[K+].CS(C)=O, predict the reaction product.